Dataset: hERG Central: cardiac toxicity at 1µM, 10µM, and general inhibition. Task: Predict hERG channel inhibition at various concentrations. The compound is FC(F)(F)c1ccc2c(c1)ncn2C1CCN(Cc2nnnn2C2CCCCC2)CC1. Results: hERG_inhib (hERG inhibition (general)): blocker.